From a dataset of NCI-60 drug combinations with 297,098 pairs across 59 cell lines. Regression. Given two drug SMILES strings and cell line genomic features, predict the synergy score measuring deviation from expected non-interaction effect. (1) Drug 1: CC(C)(C#N)C1=CC(=CC(=C1)CN2C=NC=N2)C(C)(C)C#N. Drug 2: C1=NC2=C(N=C(N=C2N1C3C(C(C(O3)CO)O)F)Cl)N. Cell line: M14. Synergy scores: CSS=12.4, Synergy_ZIP=-4.62, Synergy_Bliss=1.35, Synergy_Loewe=1.61, Synergy_HSA=3.85. (2) Drug 1: CC1=C(C=C(C=C1)NC2=NC=CC(=N2)N(C)C3=CC4=NN(C(=C4C=C3)C)C)S(=O)(=O)N.Cl. Drug 2: CCCS(=O)(=O)NC1=C(C(=C(C=C1)F)C(=O)C2=CNC3=C2C=C(C=N3)C4=CC=C(C=C4)Cl)F. Cell line: COLO 205. Synergy scores: CSS=38.0, Synergy_ZIP=11.2, Synergy_Bliss=9.86, Synergy_Loewe=-26.4, Synergy_HSA=4.54. (3) Drug 1: C1=CC(=CC=C1CCC2=CNC3=C2C(=O)NC(=N3)N)C(=O)NC(CCC(=O)O)C(=O)O. Drug 2: CC(C)CN1C=NC2=C1C3=CC=CC=C3N=C2N. Cell line: SK-MEL-2. Synergy scores: CSS=12.0, Synergy_ZIP=0.507, Synergy_Bliss=-0.970, Synergy_Loewe=-6.01, Synergy_HSA=-1.77.